Dataset: Peptide-MHC class I binding affinity with 185,985 pairs from IEDB/IMGT. Task: Regression. Given a peptide amino acid sequence and an MHC pseudo amino acid sequence, predict their binding affinity value. This is MHC class I binding data. (1) The peptide sequence is AVNNLVELK. The MHC is HLA-A31:01 with pseudo-sequence HLA-A31:01. The binding affinity (normalized) is 0.597. (2) The peptide sequence is RAPKVRLSL. The MHC is HLA-A03:01 with pseudo-sequence HLA-A03:01. The binding affinity (normalized) is 0.0847. (3) The peptide sequence is MTMLTRWKI. The MHC is HLA-A32:15 with pseudo-sequence HLA-A32:15. The binding affinity (normalized) is 0.642. (4) The binding affinity (normalized) is 0.0217. The MHC is HLA-A33:01 with pseudo-sequence HLA-A33:01. The peptide sequence is ILTYNKTSK. (5) The peptide sequence is IPISGRITA. The MHC is HLA-B07:02 with pseudo-sequence HLA-B07:02. The binding affinity (normalized) is 0.704. (6) The peptide sequence is HPLSHFVNL. The MHC is HLA-A68:02 with pseudo-sequence HLA-A68:02. The binding affinity (normalized) is 0.0635. (7) The peptide sequence is KLQDLTLRC. The MHC is HLA-A26:01 with pseudo-sequence HLA-A26:01. The binding affinity (normalized) is 0.0847.